The task is: Regression. Given two drug SMILES strings and cell line genomic features, predict the synergy score measuring deviation from expected non-interaction effect.. This data is from NCI-60 drug combinations with 297,098 pairs across 59 cell lines. (1) Drug 1: CC1C(C(CC(O1)OC2CC(CC3=C2C(=C4C(=C3O)C(=O)C5=C(C4=O)C(=CC=C5)OC)O)(C(=O)CO)O)N)O.Cl. Drug 2: B(C(CC(C)C)NC(=O)C(CC1=CC=CC=C1)NC(=O)C2=NC=CN=C2)(O)O. Cell line: TK-10. Synergy scores: CSS=51.1, Synergy_ZIP=-2.87, Synergy_Bliss=-6.63, Synergy_Loewe=-4.20, Synergy_HSA=-4.19. (2) Drug 1: CC(C1=C(C=CC(=C1Cl)F)Cl)OC2=C(N=CC(=C2)C3=CN(N=C3)C4CCNCC4)N. Drug 2: C1CCN(CC1)CCOC2=CC=C(C=C2)C(=O)C3=C(SC4=C3C=CC(=C4)O)C5=CC=C(C=C5)O. Cell line: HOP-92. Synergy scores: CSS=12.4, Synergy_ZIP=-0.535, Synergy_Bliss=3.56, Synergy_Loewe=0.413, Synergy_HSA=3.43. (3) Drug 1: CCC1=C2CN3C(=CC4=C(C3=O)COC(=O)C4(CC)O)C2=NC5=C1C=C(C=C5)O. Drug 2: C1=CC=C(C=C1)NC(=O)CCCCCCC(=O)NO. Cell line: SK-MEL-5. Synergy scores: CSS=28.8, Synergy_ZIP=-2.01, Synergy_Bliss=-0.154, Synergy_Loewe=-15.6, Synergy_HSA=1.73. (4) Drug 1: CC1=C(C(=O)C2=C(C1=O)N3CC4C(C3(C2COC(=O)N)OC)N4)N. Drug 2: C1CC(C1)(C2=CC=C(C=C2)C3=C(C=C4C(=N3)C=CN5C4=NNC5=O)C6=CC=CC=C6)N. Cell line: NCIH23. Synergy scores: CSS=67.8, Synergy_ZIP=4.77, Synergy_Bliss=3.43, Synergy_Loewe=5.99, Synergy_HSA=8.61.